Dataset: Forward reaction prediction with 1.9M reactions from USPTO patents (1976-2016). Task: Predict the product of the given reaction. (1) The product is: [CH2:17]([O:20]/[N:21]=[C:1](/[C:4]1[CH:9]=[CH:8][CH:7]=[C:6]([CH3:10])[N:5]=1)\[CH3:2])[C:18]#[CH:19]. Given the reactants [C:1]([C:4]1[CH:9]=[CH:8][CH:7]=[C:6]([CH3:10])[N:5]=1)(=O)[CH3:2].C([O-])(=O)C.[Na+].Cl.[CH2:17]([O:20][NH2:21])[C:18]#[CH:19], predict the reaction product. (2) Given the reactants [CH3:1][O:2][C:3]1[CH:4]=[CH:5][C:6]([NH:9][C@H:10]2[C@@H:15]3[CH2:16][C@@H:12]([CH2:13][N:14]3C(OC(C)(C)C)=O)[CH2:11]2)=[N:7][CH:8]=1.Cl, predict the reaction product. The product is: [CH3:1][O:2][C:3]1[CH:4]=[CH:5][C:6]([NH:9][C@H:10]2[C@@H:15]3[CH2:16][C@@H:12]([CH2:13][NH:14]3)[CH2:11]2)=[N:7][CH:8]=1.